This data is from Full USPTO retrosynthesis dataset with 1.9M reactions from patents (1976-2016). The task is: Predict the reactants needed to synthesize the given product. (1) Given the product [CH:1]1([NH:5][C:26](=[O:27])[C:25]2[CH:29]=[CH:30][CH:31]=[C:23]([N:21]3[CH:22]=[C:18]([C:8]4[C:9]([C:12]5[CH:17]=[CH:16][CH:15]=[CH:14][CH:13]=5)=[N:10][O:11][C:7]=4[CH3:6])[N:19]=[CH:20]3)[CH:24]=2)[CH2:4][CH2:3][CH2:2]1, predict the reactants needed to synthesize it. The reactants are: [CH:1]1([NH2:5])[CH2:4][CH2:3][CH2:2]1.[CH3:6][C:7]1[O:11][N:10]=[C:9]([C:12]2[CH:17]=[CH:16][CH:15]=[CH:14][CH:13]=2)[C:8]=1[C:18]1[N:19]=[CH:20][N:21]([C:23]2[CH:24]=[C:25]([CH:29]=[CH:30][CH:31]=2)[C:26](O)=[O:27])[CH:22]=1. (2) Given the product [F:9][C:6]1[CH:7]=[CH:8][C:3]([CH2:2][C:14]#[N:15])=[C:4]([CH3:10])[CH:5]=1, predict the reactants needed to synthesize it. The reactants are: Cl[CH2:2][C:3]1[CH:8]=[CH:7][C:6]([F:9])=[CH:5][C:4]=1[CH3:10].[OH-].[Na+].O.[C-:14]#[N:15].[K+].